This data is from Forward reaction prediction with 1.9M reactions from USPTO patents (1976-2016). The task is: Predict the product of the given reaction. (1) Given the reactants [C:1]1([C:7]2[C:8]([C:13]3[CH:18]=[CH:17][CH:16]=[CH:15][CH:14]=3)=[CH:9][CH:10]=[CH:11][CH:12]=2)[CH:6]=[CH:5][CH:4]=[CH:3][CH:2]=1.C1C(=O)N([Br:26])C(=O)C1, predict the reaction product. The product is: [Br:26][C:14]1[CH:15]=[CH:16][CH:17]=[CH:18][C:13]=1[C:8]1[C:7]([C:1]2[CH:2]=[CH:3][CH:4]=[CH:5][CH:6]=2)=[CH:12][CH:11]=[CH:10][CH:9]=1. (2) Given the reactants [CH2:1]([O:3][C:4](=[O:16])[C:5]1[CH:10]=[CH:9][CH:8]=[C:7]([S:11][CH2:12][C:13](=O)[CH3:14])[CH:6]=1)[CH3:2].Cl.[Cl:18][C:19]1[CH:20]=[C:21]([NH:25]N)[CH:22]=[CH:23][CH:24]=1, predict the reaction product. The product is: [CH2:1]([O:3][C:4](=[O:16])[C:5]1[CH:10]=[CH:9][CH:8]=[C:7]([S:11][C:12]2[C:22]3[C:21](=[CH:20][C:19]([Cl:18])=[CH:24][CH:23]=3)[NH:25][C:13]=2[CH3:14])[CH:6]=1)[CH3:2]. (3) The product is: [O:6]([C:7]1[CH:14]=[CH:13][C:10]([C:11]2[NH:24][C:23]3[CH:22]=[CH:21][C:20]([S:25]([NH2:28])(=[O:26])=[O:27])=[CH:19][C:18]=3[N:17]=2)=[CH:9][CH:8]=1)[C:5]1[CH:15]=[CH:16][CH:2]=[CH:3][CH:4]=1. Given the reactants F[C:2]1[CH:16]=[CH:15][C:5]([O:6][C:7]2[CH:14]=[CH:13][C:10]([CH:11]=O)=[CH:9][CH:8]=2)=[CH:4][CH:3]=1.[NH2:17][C:18]1[CH:19]=[C:20]([S:25]([NH2:28])(=[O:27])=[O:26])[CH:21]=[CH:22][C:23]=1[NH2:24].NC1C=C(C=CC=1N)C(N)=O, predict the reaction product. (4) Given the reactants C[Si]([N-][Si](C)(C)C)(C)C.[K+].[CH3:11][S:12][C:13]1[N:18]=[C:17]([C:19]2[CH:24]=[CH:23][NH:22][C:21](=[O:25])[CH:20]=2)[CH:16]=[CH:15][N:14]=1.CS(O[C@H:31]([C:41]1[CH:46]=[CH:45][C:44]([Cl:47])=[C:43]([F:48])[CH:42]=1)[CH2:32][O:33][Si:34]([C:37]([CH3:40])([CH3:39])[CH3:38])([CH3:36])[CH3:35])(=O)=O, predict the reaction product. The product is: [Si:34]([O:33][CH2:32][C@@H:31]([N:22]1[CH:23]=[CH:24][C:19]([C:17]2[CH:16]=[CH:15][N:14]=[C:13]([S:12][CH3:11])[N:18]=2)=[CH:20][C:21]1=[O:25])[C:41]1[CH:46]=[CH:45][C:44]([Cl:47])=[C:43]([F:48])[CH:42]=1)([C:37]([CH3:39])([CH3:40])[CH3:38])([CH3:36])[CH3:35]. (5) Given the reactants [Br:1][C:2]1[CH:7]=[C:6]([CH2:8][C:9]2[C:14]([F:15])=[CH:13][CH:12]=[CH:11][C:10]=2[F:16])[CH:5]=[C:4]([O:17][CH3:18])[C:3]=1[OH:19].[C:20]([O-])([O-])=O.[Cs+].[Cs+].CI, predict the reaction product. The product is: [Br:1][C:2]1[CH:7]=[C:6]([CH2:8][C:9]2[C:10]([F:16])=[CH:11][CH:12]=[CH:13][C:14]=2[F:15])[CH:5]=[C:4]([O:17][CH3:18])[C:3]=1[O:19][CH3:20]. (6) Given the reactants [C:1]([O:5][C:6](=[O:11])[C:7](Br)([CH3:9])[CH3:8])([CH3:4])([CH3:3])[CH3:2].[CH2:12]([O:14][C:15](=[O:35])[C@@H:16]([O:33][CH3:34])[CH2:17][C:18]1[CH:23]=[CH:22][C:21]([O:24]CC(OC(C)(C)C)=O)=[CH:20][CH:19]=1)[CH3:13], predict the reaction product. The product is: [CH2:12]([O:14][C:15](=[O:35])[C@@H:16]([O:33][CH3:34])[CH2:17][C:18]1[CH:19]=[CH:20][C:21]([O:24][C:7]([C:6]([O:5][C:1]([CH3:4])([CH3:3])[CH3:2])=[O:11])([CH3:9])[CH3:8])=[CH:22][CH:23]=1)[CH3:13].